Dataset: Catalyst prediction with 721,799 reactions and 888 catalyst types from USPTO. Task: Predict which catalyst facilitates the given reaction. (1) Reactant: [CH2:1]([O:3][CH:4]([CH2:10][C:11]1[CH:16]=[CH:15][C:14]([O:17][CH2:18][C:19]2[CH:24]=[CH:23][CH:22]=[CH:21][CH:20]=2)=[CH:13][CH:12]=1)[C:5]([O:7][CH2:8][CH3:9])=[O:6])[CH3:2].[H][H].[O:27]1CCCC1. Product: [CH2:18]([O:17][C:14]1[CH:15]=[CH:16][C:11]([CH:10]=[O:27])=[CH:12][CH:13]=1)[C:19]1[CH:24]=[CH:23][CH:22]=[CH:21][CH:20]=1.[CH2:1]([O:3][CH:4]([CH2:10][C:11]1[CH:12]=[CH:13][C:14]([OH:17])=[CH:15][CH:16]=1)[C:5]([O:7][CH2:8][CH3:9])=[O:6])[CH3:2]. The catalyst class is: 45. (2) Reactant: C(N(CC)CC)C.[Cl:8][C:9]1[CH:17]=[CH:16][C:12]([C:13](O)=[O:14])=[CH:11][C:10]=1[NH:18][C:19]([C:21]1[C:32](=[O:33])[NH:31][C:24]2[N:25]=[C:26]([O:29][CH3:30])[N:27]=[CH:28][C:23]=2[CH:22]=1)=[O:20].CN(C(ON1N=NC2C=CC=NC1=2)=[N+](C)C)C.F[P-](F)(F)(F)(F)F.[NH2:58][CH2:59][CH2:60][C:61]([NH2:63])=[O:62].Cl. Product: [NH2:63][C:61](=[O:62])[CH2:60][CH2:59][NH:58][C:13]([C:12]1[CH:16]=[CH:17][C:9]([Cl:8])=[C:10]([NH:18][C:19]([C:21]2[C:32](=[O:33])[NH:31][C:24]3[N:25]=[C:26]([O:29][CH3:30])[N:27]=[CH:28][C:23]=3[CH:22]=2)=[O:20])[CH:11]=1)=[O:14]. The catalyst class is: 3. (3) Reactant: [Br:1][C:2]1[CH:3]=[CH:4][C:5]2[S:9][C:8]([C:10]3[C:11]([NH:24][C@@H:25]4[CH2:30][CH2:29][CH2:28][N:27](C(OC(C)(C)C)=O)[CH2:26]4)=[N:12][C:13]([N:18]4[CH2:23][CH2:22][O:21][CH2:20][CH2:19]4)=[N:14][C:15]=3[O:16]C)=[N:7][C:6]=2[CH:38]=1.Cl.O. Product: [Br:1][C:2]1[CH:3]=[CH:4][C:5]2[S:9][C:8]([C:10]3[C:15](=[O:16])[NH:14][C:13]([N:18]4[CH2:23][CH2:22][O:21][CH2:20][CH2:19]4)=[N:12][C:11]=3[NH:24][C@@H:25]3[CH2:30][CH2:29][CH2:28][NH:27][CH2:26]3)=[N:7][C:6]=2[CH:38]=1. The catalyst class is: 23. (4) Reactant: [NH2:1][C:2]1[CH:7]=[CH:6][CH:5]=[C:4](C(O)=O)[N:3]=1.F[P-](F)(F)(F)(F)F.N1(O[P+](N(C)C)(N(C)C)N(C)C)[C:22]2C=CC=C[C:21]=2N=N1.C(Cl)Cl.CCN(C(C)C)C(C)C. Product: [N:1]1[CH:21]=[CH:22][N:3]2[CH:4]=[CH:5][CH:6]=[CH:7][C:2]=12. The catalyst class is: 3. (5) Reactant: [F:1][C:2]1[CH:7]=[CH:6][C:5]([N:8]([CH2:19][CH:20]([CH3:22])[CH3:21])[S:9]([C:12]2[CH:17]=[CH:16][C:15](Br)=[CH:14][N:13]=2)(=[O:11])=[O:10])=[CH:4][CH:3]=1.[NH2:23][CH:24]1[CH2:29][CH2:28][N:27]([S:30]([CH3:33])(=[O:32])=[O:31])[CH2:26][CH2:25]1.CC1(C)C2C(=C(P(C3C=CC=CC=3)C3C=CC=CC=3)C=CC=2)OC2C(P(C3C=CC=CC=3)C3C=CC=CC=3)=CC=CC1=2.CC(C)([O-])C.[Na+]. Product: [F:1][C:2]1[CH:7]=[CH:6][C:5]([N:8]([CH2:19][CH:20]([CH3:22])[CH3:21])[S:9]([C:12]2[CH:17]=[CH:16][C:15]([NH:23][CH:24]3[CH2:29][CH2:28][N:27]([S:30]([CH3:33])(=[O:32])=[O:31])[CH2:26][CH2:25]3)=[CH:14][N:13]=2)(=[O:11])=[O:10])=[CH:4][CH:3]=1. The catalyst class is: 101.